This data is from Reaction yield outcomes from USPTO patents with 853,638 reactions. The task is: Predict the reaction yield, written as a fraction of the theoretical maximum amount of product (1.0 means a 100% yield; for example, 0.34 means a 34% yield). (1) The catalyst is CN(C=O)C.CO. The yield is 0.570. The reactants are [C:1]([C:4]1[CH:9]=[CH:8][C:7]([S:10]([NH:13][CH2:14][CH2:15][CH2:16][N:17]2[CH2:22][CH2:21][N:20]([CH3:23])[CH2:19][CH2:18]2)(=[O:12])=[O:11])=[CH:6][CH:5]=1)(=[O:3])[CH3:2].[CH3:24][O:25][C:26]1[CH:33]=[C:32]([O:34][CH3:35])[C:31]([N:36]2[CH2:40][CH2:39][CH2:38][CH2:37]2)=[CH:30][C:27]=1[CH:28]=O.C[O-].[Li+]. The product is [CH3:24][O:25][C:26]1[CH:33]=[C:32]([O:34][CH3:35])[C:31]([N:36]2[CH2:40][CH2:39][CH2:38][CH2:37]2)=[CH:30][C:27]=1/[CH:28]=[CH:2]/[C:1]([C:4]1[CH:9]=[CH:8][C:7]([S:10]([NH:13][CH2:14][CH2:15][CH2:16][N:17]2[CH2:18][CH2:19][N:20]([CH3:23])[CH2:21][CH2:22]2)(=[O:11])=[O:12])=[CH:6][CH:5]=1)=[O:3]. (2) The product is [Br:32][C:20]1[S:21][C:15]2[N:14]([CH3:23])[C:13](=[O:24])[N:12]([CH2:11][CH2:10][CH2:9][O:8][Si:1]([C:4]([CH3:5])([CH3:7])[CH3:6])([CH3:3])[CH3:2])[C:17](=[O:18])[C:16]=2[C:19]=1[CH3:22]. The yield is 0.934. The catalyst is C(Cl)Cl. The reactants are [Si:1]([O:8][CH2:9][CH2:10][CH2:11][N:12]1[C:17](=[O:18])[C:16]2[C:19]([CH3:22])=[CH:20][S:21][C:15]=2[N:14]([CH3:23])[C:13]1=[O:24])([C:4]([CH3:7])([CH3:6])[CH3:5])([CH3:3])[CH3:2].C1C(=O)N([Br:32])C(=O)C1. (3) The reactants are C(NC(C)C)(C)C.C([Li])CCC.[CH2:13]([SnH:17]([CH2:22][CH2:23][CH2:24][CH3:25])[CH2:18][CH2:19][CH2:20][CH3:21])[CH2:14][CH2:15][CH3:16].[CH2:26]([O:28][CH2:29]Cl)[CH3:27].N. The catalyst is C(OCC)C.O.O1CCCC1. The product is [CH2:22]([Sn:17]([CH2:13][CH2:14][CH2:15][CH3:16])([CH2:18][CH2:19][CH2:20][CH3:21])[CH2:29][O:28][CH2:26][CH3:27])[CH2:23][CH2:24][CH3:25]. The yield is 0.650. (4) The reactants are [Cl:1][C:2]1[C:7]([O:8][CH3:9])=[CH:6][C:5](/[CH:10]=[CH:11]/[C:12]([OH:14])=O)=[C:4]([S:15](=[O:20])(=[O:19])[N:16]([CH3:18])[CH3:17])[CH:3]=1.CN(C=O)C.S(Cl)(Cl)=O.[F:30][C:31]1[CH:45]=[CH:44][C:34]([CH2:35][N:36]2[CH2:42][CH:41]3[NH:43][CH:38]([CH2:39][CH2:40]3)[CH2:37]2)=[CH:33][CH:32]=1. The catalyst is C1(C)C(C)=CC=CC=1.C(Cl)Cl.CC(C)=O. The product is [Cl:1][C:2]1[C:7]([O:8][CH3:9])=[CH:6][C:5](/[CH:10]=[CH:11]/[C:12]([N:43]2[CH:41]3[CH2:40][CH2:39][CH:38]2[CH2:37][N:36]([CH2:35][C:34]2[CH:44]=[CH:45][C:31]([F:30])=[CH:32][CH:33]=2)[CH2:42]3)=[O:14])=[C:4]([S:15]([N:16]([CH3:18])[CH3:17])(=[O:20])=[O:19])[CH:3]=1. The yield is 0.800. (5) The reactants are [NH:1]1[C:9]2[C:4](=[CH:5][CH:6]=[CH:7][C:8]=2[O:10][CH2:11][CH2:12][OH:13])[CH:3]=[CH:2]1.O1CCOCC1.[H-].[Na+].Cl[C:23]1[C:28]([N:29]2[CH2:34][CH2:33][NH:32][CH2:31][CH2:30]2)=[N:27][CH:26]=[CH:25][N:24]=1. The catalyst is O. The product is [N:29]1([C:28]2[C:23]([O:13][CH2:12][CH2:11][O:10][C:8]3[CH:7]=[CH:6][CH:5]=[C:4]4[C:9]=3[NH:1][CH:2]=[CH:3]4)=[N:24][CH:25]=[CH:26][N:27]=2)[CH2:34][CH2:33][NH:32][CH2:31][CH2:30]1. The yield is 0.810. (6) The reactants are [CH2:1]1[C:9]2[C:4](=[CH:5][CH:6]=[CH:7][CH:8]=2)[CH2:3][N:2]1[C:10](Cl)=[O:11].[OH:13][CH2:14][CH2:15][CH2:16][CH2:17][NH:18]C(=O)C1C=CC=CC=1. No catalyst specified. The product is [OH:13][CH2:14][CH2:15][CH2:16][CH2:17][NH:18][C:10]([N:2]1[CH2:3][C:4]2[C:9](=[CH:8][CH:7]=[CH:6][CH:5]=2)[CH2:1]1)=[O:11]. The yield is 0.970. (7) The reactants are [CH:1]([C:3]1[N:11]2[C:6]([CH2:7][CH2:8][CH2:9][CH2:10]2)=[CH:5][C:4]=1[C:12]([O:14][CH3:15])=[O:13])=O.[CH3:16][C:17]([S:20]([NH2:22])=[O:21])([CH3:19])[CH3:18].OS([O-])(=O)=O.[K+]. The catalyst is ClCCl. The product is [C:17]([S:20](/[N:22]=[CH:1]/[C:3]1[N:11]2[C:6]([CH2:7][CH2:8][CH2:9][CH2:10]2)=[CH:5][C:4]=1[C:12]([O:14][CH3:15])=[O:13])=[O:21])([CH3:19])([CH3:18])[CH3:16]. The yield is 0.830. (8) The reactants are [CH:1]([O:4][C:5]([N:7]1[CH2:13][CH2:12][CH2:11][C:10](=O)[C:9]2[CH:15]=[CH:16][C:17]([Br:20])=[C:18]([CH3:19])[C:8]1=2)=[O:6])([CH3:3])[CH3:2].[F:21][C:22]([F:36])([F:35])[C:23]1[CH:24]=[C:25]([CH:28]=[C:29]([C:31]([F:34])([F:33])[F:32])[CH:30]=1)[CH2:26][NH2:27].[BH4-].[Na+].[OH-].[Na+].[C:41](OC(=O)C)(=[O:43])[CH3:42].N1C=CC=CC=1.Cl. The catalyst is ClCCl.CC(C)[O-].[Ti+4].CC(C)[O-].CC(C)[O-].CC(C)[O-].CO. The product is [CH:1]([O:4][C:5]([N:7]1[CH2:13][CH2:12][CH2:11][CH:10]([N:27]([C:41](=[O:43])[CH3:42])[CH2:26][C:25]2[CH:24]=[C:23]([C:22]([F:35])([F:36])[F:21])[CH:30]=[C:29]([C:31]([F:34])([F:32])[F:33])[CH:28]=2)[C:9]2[CH:15]=[CH:16][C:17]([Br:20])=[C:18]([CH3:19])[C:8]1=2)=[O:6])([CH3:3])[CH3:2]. The yield is 0.100.